This data is from Forward reaction prediction with 1.9M reactions from USPTO patents (1976-2016). The task is: Predict the product of the given reaction. (1) The product is: [CH2:1]([C@H:3]1[CH2:4][NH:5][CH2:6][C@H:7]1[C:8]1[N:12]2[C:13]3[CH:19]=[CH:18][N:17]([S:20]([C:23]4[CH:24]=[CH:25][C:26]([CH3:27])=[CH:28][CH:29]=4)(=[O:21])=[O:22])[C:14]=3[N:15]=[CH:16][C:11]2=[N:10][CH:9]=1)[CH3:2]. Given the reactants [CH2:1]([C@H:3]1[C@@H:7]([C:8]2[N:12]3[C:13]4[CH:19]=[CH:18][N:17]([S:20]([C:23]5[CH:29]=[CH:28][C:26]([CH3:27])=[CH:25][CH:24]=5)(=[O:22])=[O:21])[C:14]=4[N:15]=[CH:16][C:11]3=[N:10][CH:9]=2)[CH2:6][N:5](C(OCC2C=CC=CC=2)=O)[CH2:4]1)[CH3:2].Br, predict the reaction product. (2) Given the reactants [F:1][C:2]1[CH:7]=[C:6]([F:8])[CH:5]=[CH:4][C:3]=1[C@@:9]([OH:32])([C@:11]([N:27]1[CH:31]=[N:30][CH:29]=[N:28]1)([S:13][CH:14]1[CH2:19][CH2:18][N:17](C(OC(C)(C)C)=O)[CH2:16][CH2:15]1)[CH3:12])[CH3:10].C(OCC)(=O)C.[ClH:39], predict the reaction product. The product is: [ClH:39].[ClH:39].[F:1][C:2]1[CH:7]=[C:6]([F:8])[CH:5]=[CH:4][C:3]=1[C@@:9]([OH:32])([C@:11]([N:27]1[CH:31]=[N:30][CH:29]=[N:28]1)([S:13][CH:14]1[CH2:19][CH2:18][NH:17][CH2:16][CH2:15]1)[CH3:12])[CH3:10]. (3) Given the reactants [N:1]([O-])=O.[Na+].[NH2:5][C:6]1[CH:7]=[CH:8][C:9]([NH:12][C:13]([CH:15]2[CH2:20][CH2:19][CH2:18][CH2:17][CH2:16]2)=[O:14])=[N:10][CH:11]=1.[Sn](Cl)Cl.[OH-].[K+], predict the reaction product. The product is: [NH:5]([C:6]1[CH:7]=[CH:8][C:9]([NH:12][C:13]([CH:15]2[CH2:16][CH2:17][CH2:18][CH2:19][CH2:20]2)=[O:14])=[N:10][CH:11]=1)[NH2:1]. (4) Given the reactants [Cl:1][C:2]1[CH:7]=[C:6]([NH2:8])[C:5](I)=[CH:4][N:3]=1.[C:10]1([SH:16])[CH:15]=[CH:14][CH:13]=[CH:12][CH:11]=1.C(O)CO.C(=O)([O-])[O-].[K+].[K+], predict the reaction product. The product is: [Cl:1][C:2]1[C:7]([S:16][C:10]2[CH:15]=[CH:14][CH:13]=[CH:12][CH:11]=2)=[C:6]([NH2:8])[CH:5]=[CH:4][N:3]=1. (5) Given the reactants [C:1]1([C:20]2[CH:25]=[CH:24][CH:23]=[CH:22][CH:21]=2)[CH:6]=[CH:5][C:4]([CH2:7][CH:8]([NH:12][C:13]([O:15][C:16]([CH3:19])([CH3:18])[CH3:17])=[O:14])[C:9]([OH:11])=[O:10])=[CH:3][CH:2]=1.IC.[H-].[Na+].[C:30](OCC)(=O)C, predict the reaction product. The product is: [C:1]1([C:20]2[CH:21]=[CH:22][CH:23]=[CH:24][CH:25]=2)[CH:2]=[CH:3][C:4]([CH2:7][C@@H:8]([N:12]([C:13]([O:15][C:16]([CH3:19])([CH3:18])[CH3:17])=[O:14])[CH3:30])[C:9]([OH:11])=[O:10])=[CH:5][CH:6]=1. (6) The product is: [CH2:1]([O:8][N:9]([C:28](=[O:29])[CH2:27][C:21]1[CH:26]=[CH:25][CH:24]=[CH:23][CH:22]=1)[C:10]1[N:19]=[CH:18][C:17]([Br:20])=[CH:16][C:11]=1[C:12]([O:14][CH3:15])=[O:13])[C:2]1[CH:3]=[CH:4][CH:5]=[CH:6][CH:7]=1. Given the reactants [CH2:1]([O:8][NH:9][C:10]1[N:19]=[CH:18][C:17]([Br:20])=[CH:16][C:11]=1[C:12]([O:14][CH3:15])=[O:13])[C:2]1[CH:7]=[CH:6][CH:5]=[CH:4][CH:3]=1.[C:21]1([CH2:27][C:28](Cl)=[O:29])[CH:26]=[CH:25][CH:24]=[CH:23][CH:22]=1, predict the reaction product.